Dataset: Catalyst prediction with 721,799 reactions and 888 catalyst types from USPTO. Task: Predict which catalyst facilitates the given reaction. (1) Product: [CH2:19]([O:18][C:16](=[O:17])[C:15]([C:6]1[CH:7]=[CH:8][C:9]([N+:10]([O-:12])=[O:11])=[C:2]([NH2:1])[C:3]=1[C:4]#[N:5])([CH3:14])[C:21](=[O:22])[CH3:23])[CH3:20]. The catalyst class is: 31. Reactant: [NH2:1][C:2]1[C:9]([N+:10]([O-:12])=[O:11])=[CH:8][CH:7]=[C:6](Cl)[C:3]=1[C:4]#[N:5].[CH3:14][CH:15]([C:21]([CH3:23])=[O:22])[C:16]([O:18][CH2:19][CH3:20])=[O:17].C([O-])([O-])=O.[K+].[K+]. (2) The catalyst class is: 1. Product: [NH2:1][C:2]1[CH:10]=[C:9]([Cl:11])[CH:8]=[C:7]([Cl:12])[C:3]=1[CH2:4][OH:5]. Reactant: [NH2:1][C:2]1[CH:10]=[C:9]([Cl:11])[CH:8]=[C:7]([Cl:12])[C:3]=1[C:4](O)=[O:5].[H-].[Al+3].[Li+].[H-].[H-].[H-].O.[OH-].[Na+]. (3) Reactant: C([O:3][C:4](=[O:29])[C:5]1[CH:10]=[CH:9][C:8]([CH:11]2[CH2:15][C:14]([C:20]3[CH:25]=[C:24]([Cl:26])[CH:23]=[C:22]([Cl:27])[CH:21]=3)([C:16]([F:19])([F:18])[F:17])[CH:13]=[N:12]2)=[CH:7][C:6]=1[CH3:28])C.[OH-].[Na+].Cl.C(OCC)(=O)C. Product: [Cl:27][C:22]1[CH:21]=[C:20]([C:14]2([C:16]([F:18])([F:19])[F:17])[CH2:13][N:12]=[C:11]([C:8]3[CH:9]=[CH:10][C:5]([C:4]([OH:29])=[O:3])=[C:6]([CH3:28])[CH:7]=3)[CH2:15]2)[CH:25]=[C:24]([Cl:26])[CH:23]=1. The catalyst class is: 40. (4) Product: [CH2:5]([N:12]1[CH2:17][CH2:16][C:15]2([CH2:26][CH2:25][C:24]3[C:19](=[CH:20][CH:21]=[C:22]([Cl:28])[CH:23]=3)[O:18]2)[CH2:14][CH2:13]1)[C:6]1[CH:11]=[CH:10][CH:9]=[CH:8][CH:7]=1. Reactant: [Al+3].[Cl-].[Cl-].[Cl-].[CH2:5]([N:12]1[CH2:17][CH2:16][C:15]2([CH2:26][C:25](=O)[C:24]3[C:19](=[CH:20][CH:21]=[C:22]([Cl:28])[CH:23]=3)[O:18]2)[CH2:14][CH2:13]1)[C:6]1[CH:11]=[CH:10][CH:9]=[CH:8][CH:7]=1. The catalyst class is: 4. (5) Reactant: [CH:1]1([C:4]([N:6]2[CH2:10][CH2:9][C@@H:8]([CH2:11][N:12]3[C:16]([C:17]4[CH:22]=[CH:21][C:20]([C:23]5[CH:28]=[CH:27][C:26]([F:29])=[CH:25][CH:24]=5)=[CH:19][CH:18]=4)=[N:15][NH:14][C:13]3=[O:30])[CH2:7]2)=[O:5])[CH2:3][CH2:2]1.Cl[CH2:32][C:33]([N:35]1[CH2:39][CH2:38][CH2:37][CH2:36]1)=[O:34].C([O-])([O-])=O.[K+].[K+]. Product: [CH:1]1([C:4]([N:6]2[CH2:10][CH2:9][C@@H:8]([CH2:11][N:12]3[C:16]([C:17]4[CH:22]=[CH:21][C:20]([C:23]5[CH:24]=[CH:25][C:26]([F:29])=[CH:27][CH:28]=5)=[CH:19][CH:18]=4)=[N:15][N:14]([CH2:32][C:33](=[O:34])[N:35]4[CH2:39][CH2:38][CH2:37][CH2:36]4)[C:13]3=[O:30])[CH2:7]2)=[O:5])[CH2:3][CH2:2]1. The catalyst class is: 31.